From a dataset of Reaction yield outcomes from USPTO patents with 853,638 reactions. Predict the reaction yield, written as a fraction of the theoretical maximum amount of product (1.0 means a 100% yield; for example, 0.34 means a 34% yield). (1) The reactants are FC(F)(F)C([O-])=O.[Br:8][C:9]1[CH:10]=[C:11]([F:20])[C:12]([CH2:15][C:16]([O:18]C)=[O:17])=[NH+:13][CH:14]=1.[OH-].[Na+]. The catalyst is CO. The product is [Br:8][C:9]1[CH:10]=[C:11]([F:20])[C:12]([CH2:15][C:16]([OH:18])=[O:17])=[N:13][CH:14]=1. The yield is 0.820. (2) The yield is 0.260. The reactants are [H-].[Na+].[CH3:3][C:4]1[C:10]([CH3:11])=[CH:9][C:7]([NH2:8])=[C:6]([N+:12]([O-:14])=[O:13])[CH:5]=1.Br[CH2:16][CH2:17][CH2:18][C:19]1[CH:20]=[N:21][CH:22]=[CH:23][CH:24]=1. The product is [CH3:3][C:4]1[C:10]([CH3:11])=[CH:9][C:7]([NH:8][CH2:16][CH2:17][CH2:18][C:19]2[CH:20]=[N:21][CH:22]=[CH:23][CH:24]=2)=[C:6]([N+:12]([O-:14])=[O:13])[CH:5]=1. The catalyst is CN(C=O)C. (3) The reactants are [CH2:1]([O:8][C:9]1[CH:10]=[C:11]([C:31]([OH:33])=O)[C:12]2[NH:16][C:15]([NH:17]C(C3N=CC4C(C=3)=CC=CC=4)=O)=[N:14][C:13]=2[CH:30]=1)[C:2]1[CH:7]=[CH:6][CH:5]=[CH:4][CH:3]=1.CN(C(ON1N=NC2[CH:45]=[CH:46][CH:47]=[CH:48][C:43]1=2)=[N+](C)C)C.F[P-](F)(F)(F)(F)F.CC[N:60]([CH:64]([CH3:66])[CH3:65])[CH:61]([CH3:63])C.S(O)(O)(=O)=[O:68].[NH2:72][C:73]1[NH:74][CH:75]=[CH:76][N:77]=1. The catalyst is CN(C=O)C.[Cl-].[Na+].O. The product is [CH2:1]([O:8][C:9]1[CH:10]=[C:11]([C:31](=[O:33])[NH:72][C:73]2[NH:74][CH:75]=[CH:76][N:77]=2)[C:12]2[NH:16][C:15]([NH:17][C:66]([C:64]3[N:60]=[CH:61][C:63]4[C:45]([CH:65]=3)=[CH:46][CH:47]=[CH:48][CH:43]=4)=[O:68])=[N:14][C:13]=2[CH:30]=1)[C:2]1[CH:3]=[CH:4][CH:5]=[CH:6][CH:7]=1. The yield is 0.800. (4) The reactants are [Cl:1][C:2]1[CH:3]=[C:4](OS(C(F)(F)F)(=O)=O)[CH:5]=[C:6]([Cl:31])[C:7]=1[CH2:8][C@@H:9]1[CH2:13][CH2:12][N:11]([CH:14]2[C:22]3[N:21](S(C(F)(F)F)(=O)=O)[N:20]=[CH:19][C:18]=3[CH2:17][CH2:16][CH2:15]2)[C:10]1=[O:30].ClC1C=C(OS(C(F)(F)F)(=O)=O)C=C(Cl)C=1C[C@@H]1CCN(C2C3C(=CN(S(C(F)(F)F)(=O)=O)N=3)CCC2)C1=O.[F:79][C:80]1[CH:85]=[CH:84][C:83](B(O)O)=[CH:82][CH:81]=1.C(=O)([O-])[O-].[Na+].[Na+].[Li+].[OH-]. The catalyst is C1COCC1.C1C=CC([P]([Pd]([P](C2C=CC=CC=2)(C2C=CC=CC=2)C2C=CC=CC=2)([P](C2C=CC=CC=2)(C2C=CC=CC=2)C2C=CC=CC=2)[P](C2C=CC=CC=2)(C2C=CC=CC=2)C2C=CC=CC=2)(C2C=CC=CC=2)C2C=CC=CC=2)=CC=1.O. The product is [Cl:1][C:2]1[CH:3]=[C:4]([C:83]2[CH:84]=[CH:85][C:80]([F:79])=[CH:81][CH:82]=2)[CH:5]=[C:6]([Cl:31])[C:7]=1[CH2:8][C@@H:9]1[CH2:13][CH2:12][N:11]([CH:14]2[C:22]3[NH:21][N:20]=[CH:19][C:18]=3[CH2:17][CH2:16][CH2:15]2)[C:10]1=[O:30]. The yield is 0.630.